This data is from Catalyst prediction with 721,799 reactions and 888 catalyst types from USPTO. The task is: Predict which catalyst facilitates the given reaction. Reactant: [C:1](Cl)(Cl)=[O:2].C1(C)C=CC=CC=1.C(N(CC)CC)C.[F:19][C:20]1[CH:25]=[CH:24][C:23]([NH2:26])=[C:22]([CH3:27])[CH:21]=1. Product: [F:19][C:20]1[CH:25]=[CH:24][C:23]([N:26]=[C:1]=[O:2])=[C:22]([CH3:27])[CH:21]=1. The catalyst class is: 76.